Dataset: Full USPTO retrosynthesis dataset with 1.9M reactions from patents (1976-2016). Task: Predict the reactants needed to synthesize the given product. (1) Given the product [CH2:38]([O:37][C:36]([O:35][C:3]1([CH2:1][CH3:2])[C:8]2[CH:9]=[C:10]3[N:18]([C:19](=[O:20])[C:7]=2[CH2:6][O:5][C:4]1=[O:34])[CH2:17][C:16]1[C:15]([CH2:21][CH2:22][Si:23]([CH3:25])([CH3:24])[CH2:26][CH2:27][CH2:28][O:29][C:51]([C:47]2[O:46][CH:50]=[CH:49][CH:48]=2)=[O:52])=[C:14]2[CH:30]=[CH:31][CH:32]=[CH:33][C:13]2=[N:12][C:11]3=1)=[O:45])[C:39]1[CH:40]=[CH:41][CH:42]=[CH:43][CH:44]=1, predict the reactants needed to synthesize it. The reactants are: [CH2:1]([C:3]1([O:35][C:36](=[O:45])[O:37][CH2:38][C:39]2[CH:44]=[CH:43][CH:42]=[CH:41][CH:40]=2)[C:8]2[CH:9]=[C:10]3[N:18]([C:19](=[O:20])[C:7]=2[CH2:6][O:5][C:4]1=[O:34])[CH2:17][C:16]1[C:15]([CH2:21][CH2:22][Si:23]([CH2:26][CH2:27][CH2:28][OH:29])([CH3:25])[CH3:24])=[C:14]2[CH:30]=[CH:31][CH:32]=[CH:33][C:13]2=[N:12][C:11]3=1)[CH3:2].[O:46]1[CH:50]=[CH:49][CH:48]=[C:47]1[C:51](Cl)=[O:52]. (2) Given the product [NH2:14][C:15]1[S:16][CH:2]=[C:3]([C:5]2[CH:6]=[C:7]3[C:11](=[CH:12][CH:13]=2)[N:10]([C:27]([O:29][C:30]([CH3:33])([CH3:32])[CH3:31])=[O:28])[CH2:9][CH2:8]3)[N:17]=1, predict the reactants needed to synthesize it. The reactants are: Cl[CH2:2][C:3]([C:5]1[CH:6]=[C:7]2[C:11](=[CH:12][CH:13]=1)[NH:10][CH2:9][CH2:8]2)=O.[NH2:14][C:15]([NH2:17])=[S:16].C(N(CC)C(C)C)(C)C.[C:27](O[C:27]([O:29][C:30]([CH3:33])([CH3:32])[CH3:31])=[O:28])([O:29][C:30]([CH3:33])([CH3:32])[CH3:31])=[O:28]. (3) Given the product [I:23][C:5]1[CH:6]=[C:7]([N:10]2[CH2:15][CH2:14][N:13]([CH3:16])[CH2:12][CH2:11]2)[CH:8]=[CH:9][C:4]=1[O:3][C:2]([F:19])([F:18])[F:1], predict the reactants needed to synthesize it. The reactants are: [F:1][C:2]([F:19])([F:18])[O:3][C:4]1[CH:9]=[CH:8][C:7]([N:10]2[CH2:15][CH2:14][N:13]([CH3:16])[CH2:12][CH2:11]2)=[CH:6][C:5]=1N.N([O-])=O.[IH:23].C(=O)(O)[O-].[Na+].